Dataset: TCR-epitope binding with 47,182 pairs between 192 epitopes and 23,139 TCRs. Task: Binary Classification. Given a T-cell receptor sequence (or CDR3 region) and an epitope sequence, predict whether binding occurs between them. The TCR CDR3 sequence is CSVEWGMREQYF. The epitope is KMQRMLLEK. Result: 0 (the TCR does not bind to the epitope).